Predict the reactants needed to synthesize the given product. From a dataset of Full USPTO retrosynthesis dataset with 1.9M reactions from patents (1976-2016). Given the product [C:3]([NH:6][C:7]1[CH:23]=[CH:22][C:10]([O:11][C:12]2[CH:21]=[CH:20][C:15]([C:16]([OH:18])=[O:17])=[CH:14][CH:13]=2)=[CH:9][CH:8]=1)(=[O:5])[CH3:4], predict the reactants needed to synthesize it. The reactants are: [Li+].[OH-].[C:3]([NH:6][C:7]1[CH:23]=[CH:22][C:10]([O:11][C:12]2[CH:21]=[CH:20][C:15]([C:16]([O:18]C)=[O:17])=[CH:14][CH:13]=2)=[CH:9][CH:8]=1)(=[O:5])[CH3:4].Cl.